This data is from NCI-60 drug combinations with 297,098 pairs across 59 cell lines. The task is: Regression. Given two drug SMILES strings and cell line genomic features, predict the synergy score measuring deviation from expected non-interaction effect. Drug 1: C1=NC2=C(N1)C(=S)N=C(N2)N. Drug 2: C1CN(CCN1C(=O)CCBr)C(=O)CCBr. Cell line: M14. Synergy scores: CSS=32.9, Synergy_ZIP=-1.76, Synergy_Bliss=-1.48, Synergy_Loewe=-17.2, Synergy_HSA=-3.24.